Regression. Given a peptide amino acid sequence and an MHC pseudo amino acid sequence, predict their binding affinity value. This is MHC class I binding data. From a dataset of Peptide-MHC class I binding affinity with 185,985 pairs from IEDB/IMGT. (1) The peptide sequence is CKDGHVETFY. The MHC is HLA-A29:02 with pseudo-sequence HLA-A29:02. The binding affinity (normalized) is 0.525. (2) The peptide sequence is FGAAVSLLF. The MHC is HLA-A02:16 with pseudo-sequence HLA-A02:16. The binding affinity (normalized) is 0.0847. (3) The peptide sequence is LLQEMVEYV. The MHC is HLA-A02:06 with pseudo-sequence HLA-A02:06. The binding affinity (normalized) is 0.588. (4) The peptide sequence is KRMMVRHCL. The MHC is BoLA-AW10 with pseudo-sequence BoLA-AW10. The binding affinity (normalized) is 0.0641. (5) The peptide sequence is FFENRSETWPI. The MHC is HLA-A29:02 with pseudo-sequence HLA-A29:02. The binding affinity (normalized) is 0.184. (6) The peptide sequence is VSHFYFGAY. The MHC is HLA-A31:01 with pseudo-sequence HLA-A31:01. The binding affinity (normalized) is 0.0866.